Dataset: Full USPTO retrosynthesis dataset with 1.9M reactions from patents (1976-2016). Task: Predict the reactants needed to synthesize the given product. (1) Given the product [C:10]([O:14][C:15]([N:17]1[CH2:23][CH2:22][C:21]2[C:24]([CH2:29][O:9][C:3]3[CH:8]=[CH:7][CH:6]=[CH:5][CH:4]=3)=[C:25]([Cl:28])[CH:26]=[CH:27][C:20]=2[CH2:19][CH2:18]1)=[O:16])([CH3:13])([CH3:12])[CH3:11], predict the reactants needed to synthesize it. The reactants are: [H-].[Na+].[C:3]1([OH:9])[CH:8]=[CH:7][CH:6]=[CH:5][CH:4]=1.[C:10]([O:14][C:15]([N:17]1[CH2:23][CH2:22][C:21]2[C:24]([CH2:29]Cl)=[C:25]([Cl:28])[CH:26]=[CH:27][C:20]=2[CH2:19][CH2:18]1)=[O:16])([CH3:13])([CH3:12])[CH3:11]. (2) Given the product [Br:1][C:2]1[CH:12]=[C:11](/[CH:13]=[CH:14]\[CH:15]([C:20]2[CH:21]=[C:22]([Cl:28])[C:23]([Cl:27])=[C:24]([Cl:26])[CH:25]=2)[C:16]([F:19])([F:18])[F:17])[CH:10]=[CH:9][C:3]=1[C:4]([OH:6])=[O:5], predict the reactants needed to synthesize it. The reactants are: [Br:1][C:2]1[CH:12]=[C:11](/[CH:13]=[CH:14]\[CH:15]([C:20]2[CH:25]=[C:24]([Cl:26])[C:23]([Cl:27])=[C:22]([Cl:28])[CH:21]=2)[C:16]([F:19])([F:18])[F:17])[CH:10]=[CH:9][C:3]=1[C:4]([O:6]CC)=[O:5].I[Si](C)(C)C. (3) Given the product [Br:18][C:14]1[N:15]=[C:16]([O:26][CH2:25][C:24]2[CH:27]=[CH:28][C:21]([O:20][CH3:19])=[CH:22][CH:23]=2)[C:11]([NH:10][S:7]([C:5]2[S:6][C:2]([Cl:1])=[CH:3][CH:4]=2)(=[O:9])=[O:8])=[N:12][CH:13]=1, predict the reactants needed to synthesize it. The reactants are: [Cl:1][C:2]1[S:6][C:5]([S:7]([NH:10][C:11]2[C:16](Br)=[N:15][C:14]([Br:18])=[CH:13][N:12]=2)(=[O:9])=[O:8])=[CH:4][CH:3]=1.[CH3:19][O:20][C:21]1[CH:28]=[CH:27][C:24]([CH2:25][OH:26])=[CH:23][CH:22]=1. (4) Given the product [Na+:1].[F:44][C:41]1[CH:40]=[CH:39][C:38]([C:21]2[C:20]([C:45]3[CH:50]=[CH:49][C:48]([F:51])=[CH:47][CH:46]=3)=[C:19]([C:17](=[O:18])[NH:16][C:12]3[CH:13]=[CH:14][CH:15]=[C:10]([OH:9])[CH:11]=3)[N:23]([CH:24]([CH3:26])[CH3:25])[C:22]=2[CH2:27][CH2:28][C@@H:29]([OH:37])[CH2:30][C@@H:31]([OH:36])[CH2:32][C:33]([O-:35])=[O:34])=[CH:43][CH:42]=1, predict the reactants needed to synthesize it. The reactants are: [Na+:1].C([O:9][C:10]1[CH:11]=[C:12]([NH:16][C:17]([C:19]2[N:23]([CH:24]([CH3:26])[CH3:25])[C:22]([CH:27]=[CH:28][C@@H:29]([OH:37])[CH2:30][C@@H:31]([OH:36])[CH2:32][C:33]([O-:35])=[O:34])=[C:21]([C:38]3[CH:43]=[CH:42][C:41]([F:44])=[CH:40][CH:39]=3)[C:20]=2[C:45]2[CH:50]=[CH:49][C:48]([F:51])=[CH:47][CH:46]=2)=[O:18])[CH:13]=[CH:14][CH:15]=1)C1C=CC=CC=1. (5) Given the product [CH3:15][O:16][C:17](=[O:32])[C:18]1[CH:23]=[C:22]([N:24]2[CH:29]=[CH:28][CH:27]=[CH:26][C:25]2=[O:30])[CH:21]=[CH:20][C:19]=1[NH:31][C:12](=[O:14])[CH2:11][CH2:10][NH:9][C:7]([C:5]1[S:6][C:2]([Cl:1])=[CH:3][CH:4]=1)=[O:8], predict the reactants needed to synthesize it. The reactants are: [Cl:1][C:2]1[S:6][C:5]([C:7]([NH:9][CH2:10][CH2:11][C:12]([OH:14])=O)=[O:8])=[CH:4][CH:3]=1.[CH3:15][O:16][C:17](=[O:32])[C:18]1[CH:23]=[C:22]([N:24]2[CH:29]=[CH:28][CH:27]=[CH:26][C:25]2=[O:30])[CH:21]=[CH:20][C:19]=1[NH2:31].ClP(Cl)(C1C=CC=CC=1)(C1C=CC=CC=1)C1C=CC=CC=1.